Task: Regression. Given two drug SMILES strings and cell line genomic features, predict the synergy score measuring deviation from expected non-interaction effect.. Dataset: NCI-60 drug combinations with 297,098 pairs across 59 cell lines (1) Drug 1: CC1=C(C=C(C=C1)NC2=NC=CC(=N2)N(C)C3=CC4=NN(C(=C4C=C3)C)C)S(=O)(=O)N.Cl. Drug 2: C1=NC2=C(N=C(N=C2N1C3C(C(C(O3)CO)O)O)F)N. Cell line: A498. Synergy scores: CSS=-3.98, Synergy_ZIP=1.81, Synergy_Bliss=1.70, Synergy_Loewe=-2.57, Synergy_HSA=-1.79. (2) Drug 1: CN(C)N=NC1=C(NC=N1)C(=O)N. Drug 2: C1=NC2=C(N1)C(=S)N=C(N2)N. Cell line: MCF7. Synergy scores: CSS=27.4, Synergy_ZIP=-1.65, Synergy_Bliss=-3.45, Synergy_Loewe=-25.5, Synergy_HSA=-3.38. (3) Drug 2: C1CC(=O)NC(=O)C1N2C(=O)C3=CC=CC=C3C2=O. Synergy scores: CSS=-1.92, Synergy_ZIP=1.08, Synergy_Bliss=1.28, Synergy_Loewe=0.0447, Synergy_HSA=-0.131. Cell line: NCI-H322M. Drug 1: CC12CCC3C(C1CCC2O)C(CC4=C3C=CC(=C4)O)CCCCCCCCCS(=O)CCCC(C(F)(F)F)(F)F. (4) Cell line: U251. Drug 1: C1CC(=O)NC(=O)C1N2CC3=C(C2=O)C=CC=C3N. Drug 2: C1CC(C1)(C(=O)O)C(=O)O.[NH2-].[NH2-].[Pt+2]. Synergy scores: CSS=40.9, Synergy_ZIP=-1.83, Synergy_Bliss=-2.66, Synergy_Loewe=-11.6, Synergy_HSA=1.12. (5) Drug 1: CCCS(=O)(=O)NC1=C(C(=C(C=C1)F)C(=O)C2=CNC3=C2C=C(C=N3)C4=CC=C(C=C4)Cl)F. Drug 2: C1=CC=C(C(=C1)C(C2=CC=C(C=C2)Cl)C(Cl)Cl)Cl. Cell line: RXF 393. Synergy scores: CSS=10.5, Synergy_ZIP=-2.50, Synergy_Bliss=5.24, Synergy_Loewe=-1.20, Synergy_HSA=4.83.